This data is from Reaction yield outcomes from USPTO patents with 853,638 reactions. The task is: Predict the reaction yield, written as a fraction of the theoretical maximum amount of product (1.0 means a 100% yield; for example, 0.34 means a 34% yield). The reactants are [OH:1][C:2]1[CH:12]=[CH:11][CH:10]=[C:4]2[C:5]([O:7][C:8](=[O:9])[C:3]=12)=O.[CH3:13][O:14][C:15]1[CH:22]=[CH:21][C:18]([CH2:19][NH2:20])=[CH:17][CH:16]=1.C(O)(=O)C. The catalyst is O. The product is [OH:1][C:2]1[CH:12]=[CH:11][CH:10]=[C:4]2[C:3]=1[C:8](=[O:9])[N:20]([CH2:19][C:18]1[CH:21]=[CH:22][C:15]([O:14][CH3:13])=[CH:16][CH:17]=1)[C:5]2=[O:7]. The yield is 0.810.